Predict which catalyst facilitates the given reaction. From a dataset of Catalyst prediction with 721,799 reactions and 888 catalyst types from USPTO. (1) Reactant: C(O)(=O)C.[CH:5]([NH2:7])=[NH:6].N[C:9]1[CH:17]=[C:16]([F:18])[CH:15]=[CH:14][C:10]=1[C:11](O)=[O:12]. Product: [F:18][C:16]1[CH:17]=[C:9]2[C:10]([C:11]([OH:12])=[N:6][CH:5]=[N:7]2)=[CH:14][CH:15]=1. The catalyst class is: 141. (2) Reactant: [CH2:1]1[O:11][C:4]2([CH2:9][CH2:8][C:7](=O)[CH2:6][CH2:5]2)[O:3][CH2:2]1.[CH2:12]([NH2:15])[CH2:13][CH3:14].[H][H]. Product: [O:3]1[C:4]2([CH2:9][CH2:8][CH:7]([NH:15][CH2:12][CH2:13][CH3:14])[CH2:6][CH2:5]2)[O:11][CH2:1][CH2:2]1. The catalyst class is: 19. (3) Reactant: C([N:3](CC)CC)C.[CH3:8][C:9]([C:27]1[CH:32]=[CH:31][C:30]([C:33]2[N:38]=[N:37][C:36]([NH:39][NH:40][C:41](=O)[CH2:42][CH:43]3[CH2:48][CH2:47][N:46]([C:49]([O:51][C:52]([CH3:55])([CH3:54])[CH3:53])=[O:50])[CH2:45][CH2:44]3)=[CH:35][CH:34]=2)=[CH:29][CH:28]=1)([C:13]1[CH:18]=[CH:17][C:16]([O:19][CH2:20][C:21]2[CH:26]=[CH:25][CH:24]=[CH:23][N:22]=2)=[CH:15][CH:14]=1)[CH:10]([CH3:12])[CH3:11]. Product: [OH-:19].[NH4+:3].[CH3:8][C:9]([C:27]1[CH:32]=[CH:31][C:30]([C:33]2[CH:34]=[CH:35][C:36]3[N:37]([C:41]([CH2:42][CH:43]4[CH2:44][CH2:45][N:46]([C:49]([O:51][C:52]([CH3:55])([CH3:54])[CH3:53])=[O:50])[CH2:47][CH2:48]4)=[N:40][N:39]=3)[N:38]=2)=[CH:29][CH:28]=1)([C:13]1[CH:14]=[CH:15][C:16]([O:19][CH2:20][C:21]2[CH:26]=[CH:25][CH:24]=[CH:23][N:22]=2)=[CH:17][CH:18]=1)[CH:10]([CH3:12])[CH3:11]. The catalyst class is: 113. (4) Reactant: CC1(C)CCCC(C)(C)N1.C([Li])CCC.[Cl:16][C:17]1[CH:22]=[N:21][CH:20]=[CH:19][N:18]=1.[N:23]1[CH:28]=[CH:27][CH:26]=[C:25]([CH:29]=[O:30])[CH:24]=1.C([O-])(O)=O.[Na+]. Product: [Cl:16][C:17]1[C:22]([CH:29]([C:25]2[CH:24]=[N:23][CH:28]=[CH:27][CH:26]=2)[OH:30])=[N:21][CH:20]=[CH:19][N:18]=1. The catalyst class is: 1. (5) Reactant: [OH:1][CH2:2][C@@H:3]1[NH:7][C:6](=[O:8])[CH2:5][CH2:4]1.C(N(CC)CC)C.[C:16]1([CH3:26])[CH:21]=[CH:20][C:19]([S:22](Cl)(=[O:24])=[O:23])=[CH:18][CH:17]=1. Product: [C:16]1([CH3:26])[CH:21]=[CH:20][C:19]([S:22]([OH:1])(=[O:24])=[O:23])=[CH:18][CH:17]=1.[OH:1][CH2:2][C@@H:3]1[NH:7][C:6](=[O:8])[CH2:5][CH2:4]1. The catalyst class is: 172. (6) Reactant: [CH3:1]I.[F:3][C:4]1[CH:9]=[CH:8][CH:7]=[C:6]([O:10][CH3:11])[C:5]=1[OH:12]. Product: [F:3][C:4]1[CH:9]=[CH:8][CH:7]=[C:6]([O:10][CH3:11])[C:5]=1[O:12][CH3:1]. The catalyst class is: 16. (7) Reactant: CC(C)([O-])C.[K+].[C:7]([O:14][CH3:15])(=[O:13])[CH2:8][C:9]([O:11][CH3:12])=[O:10].F[C:17]1[CH:22]=[CH:21][C:20]([F:23])=[CH:19][C:18]=1[N+:24]([O-:26])=[O:25].Cl. Product: [F:23][C:20]1[CH:21]=[CH:22][C:17]([CH:8]([C:7]([O:14][CH3:15])=[O:13])[C:9]([O:11][CH3:12])=[O:10])=[C:18]([N+:24]([O-:26])=[O:25])[CH:19]=1. The catalyst class is: 60. (8) Reactant: C[Si]([N-][Si](C)(C)C)(C)C.[Na+].O1CCCC1.[N:16]1([CH2:21][CH2:22][C:23]2[C:27]3=[N:28][CH:29]=[CH:30][CH:31]=[C:26]3[NH:25][CH:24]=2)[CH2:20][CH2:19][CH2:18][CH2:17]1.CN(CC)C.[CH3:37][N:38]1[C:43]2[CH:44]=[C:45]([S:48](Cl)(=[O:50])=[O:49])[CH:46]=[CH:47][C:42]=2[O:41][CH2:40][CH2:39]1. The catalyst class is: 9. Product: [CH3:37][N:38]1[C:43]2[CH:44]=[C:45]([S:48]([N:25]3[C:26]4[C:27](=[N:28][CH:29]=[CH:30][CH:31]=4)[C:23]([CH2:22][CH2:21][N:16]4[CH2:20][CH2:19][CH2:18][CH2:17]4)=[CH:24]3)(=[O:50])=[O:49])[CH:46]=[CH:47][C:42]=2[O:41][CH2:40][CH2:39]1. (9) Reactant: [O:1]=[CH:2][CH:3]=[C:4]1[O:10][CH:9]2[N:6]([C:7](=[O:11])[CH2:8]2)[CH:5]1[C:12]([O:14]CC1C=CC=CC=1)=[O:13].P([O-])([O-])([O-])=O.[Na+:27].[Na+].[Na+]. Product: [O:1]=[CH:2][CH:3]=[C:4]1[O:10][CH:9]2[N:6]([C:7](=[O:11])[CH2:8]2)[CH:5]1[C:12]([O-:14])=[O:13].[Na+:27]. The catalyst class is: 312. (10) Reactant: [Cl:1][C:2]1[C:10]2[N:9]=[C:8]3[CH:11]([C:16]4[CH:21]=[CH:20][C:19]([Cl:22])=[CH:18][C:17]=4[Cl:23])[O:12][CH2:13][CH2:14][CH2:15][N:7]3[C:6]=2[C:5]([CH2:24][OH:25])=[CH:4][CH:3]=1.CC(OI1(OC(C)=O)(OC(C)=O)OC(=O)C2C=CC=CC1=2)=O. Product: [Cl:1][C:2]1[CH:3]=[CH:4][C:5]([CH:24]=[O:25])=[C:6]2[C:10]=1[N:9]=[C:8]1[CH:11]([C:16]3[CH:21]=[CH:20][C:19]([Cl:22])=[CH:18][C:17]=3[Cl:23])[O:12][CH2:13][CH2:14][CH2:15][N:7]21. The catalyst class is: 115.